This data is from CYP2C19 inhibition data for predicting drug metabolism from PubChem BioAssay. The task is: Regression/Classification. Given a drug SMILES string, predict its absorption, distribution, metabolism, or excretion properties. Task type varies by dataset: regression for continuous measurements (e.g., permeability, clearance, half-life) or binary classification for categorical outcomes (e.g., BBB penetration, CYP inhibition). Dataset: cyp2c19_veith. (1) The molecule is CCOc1ccccc1OCC(=O)Nc1ccc(Cl)cc1Cl. The result is 1 (inhibitor). (2) The compound is COc1cccc(CNc2ccc(F)c(Cl)c2)c1O. The result is 1 (inhibitor). (3) The compound is CS[C@]12C(=O)C[C@]3(C)[C@@H](CC[C@@]3(O)C(=O)CO)[C@@H]1CCC1=CC(=O)CC[C@]12C. The result is 1 (inhibitor). (4) The drug is c1ccc(NN(Cc2cnccn2)c2ccccc2)cc1. The result is 1 (inhibitor). (5) The molecule is NC(=O)c1ccc(-c2nc(-c3ccc4c(c3)OCO4)c(-c3ccccn3)[nH]2)cc1. The result is 1 (inhibitor).